The task is: Predict the reactants needed to synthesize the given product.. This data is from Full USPTO retrosynthesis dataset with 1.9M reactions from patents (1976-2016). Given the product [C:15]([Si:2]([O:1][CH2:19][CH2:20][C:43]1([CH2:52][CH2:53][I:54])[CH2:44][CH2:45][CH2:46][CH2:47][CH2:48]1)([C:9]1[CH:10]=[CH:11][CH:12]=[CH:13][CH:14]=1)[C:3]1[CH:4]=[CH:5][CH:6]=[CH:7][CH:8]=1)([CH3:18])([CH3:17])[CH3:16], predict the reactants needed to synthesize it. The reactants are: [O:1]([CH:19](C1CCCCC1C(O)C)[CH3:20])[Si:2]([C:15]([CH3:18])([CH3:17])[CH3:16])([C:9]1[CH:14]=[CH:13][CH:12]=[CH:11][CH:10]=1)[C:3]1[CH:8]=[CH:7][CH:6]=[CH:5][CH:4]=1.[C:43]1(P([C:43]2[CH:48]=[CH:47][CH:46]=[CH:45][CH:44]=2)[C:43]2[CH:48]=[CH:47][CH:46]=[CH:45][CH:44]=2)[CH:48]=[CH:47][CH:46]=[CH:45][CH:44]=1.N1[CH:53]=[CH:52]N=C1.[I:54]I.